This data is from Reaction yield outcomes from USPTO patents with 853,638 reactions. The task is: Predict the reaction yield, written as a fraction of the theoretical maximum amount of product (1.0 means a 100% yield; for example, 0.34 means a 34% yield). The reactants are C(OC([N:8]1[CH2:12][CH2:11][CH2:10][C@H:9]1[CH2:13][O:14][C:15]1[CH:20]=[CH:19][C:18]([O:21][C:22]2[CH:27]=[CH:26][C:25]([Cl:28])=[CH:24][CH:23]=2)=[CH:17][CH:16]=1)=O)(C)(C)C.Cl. The catalyst is O1CCOCC1. The product is [ClH:28].[Cl:28][C:25]1[CH:26]=[CH:27][C:22]([O:21][C:18]2[CH:19]=[CH:20][C:15]([O:14][CH2:13][C@@H:9]3[CH2:10][CH2:11][CH2:12][NH:8]3)=[CH:16][CH:17]=2)=[CH:23][CH:24]=1. The yield is 0.650.